Dataset: Full USPTO retrosynthesis dataset with 1.9M reactions from patents (1976-2016). Task: Predict the reactants needed to synthesize the given product. (1) Given the product [CH2:1]([N:5]1[C:13]2[C:12](=[O:14])[N:11]([CH2:15][C:16]3[CH:21]=[CH:20][CH:19]=[CH:18][C:17]=3[C:22]#[N:23])[C:10]([C:38]#[N:39])=[N:9][C:8]=2[N:7]=[C:6]1[N:25]1[CH2:30][CH2:29][N:28]([C:31]([O:33][C:34]([CH3:37])([CH3:36])[CH3:35])=[O:32])[CH2:27][CH2:26]1)[C:2]#[C:3][CH3:4], predict the reactants needed to synthesize it. The reactants are: [CH2:1]([N:5]1[C:13]2[C:12](=[O:14])[N:11]([CH2:15][C:16]3[CH:21]=[CH:20][CH:19]=[CH:18][C:17]=3[C:22]#[N:23])[C:10](Cl)=[N:9][C:8]=2[N:7]=[C:6]1[N:25]1[CH2:30][CH2:29][N:28]([C:31]([O:33][C:34]([CH3:37])([CH3:36])[CH3:35])=[O:32])[CH2:27][CH2:26]1)[C:2]#[C:3][CH3:4].[C-:38]#[N:39].[Na+]. (2) Given the product [O:1]1[CH:5]=[CH:4][CH:3]=[C:2]1[C:6]1[O:7][C:8]([CH3:40])=[C:9]([CH2:11][O:12][C:13]2[CH:37]=[CH:36][C:16]([CH2:17][O:18][C:19]3[C:23]([CH2:24][OH:25])=[CH:22][N:21]([CH2:29][C:30]4[CH:31]=[N:32][CH:33]=[CH:34][CH:35]=4)[N:20]=3)=[CH:15][C:14]=2[O:38][CH3:39])[N:10]=1, predict the reactants needed to synthesize it. The reactants are: [O:1]1[CH:5]=[CH:4][CH:3]=[C:2]1[C:6]1[O:7][C:8]([CH3:40])=[C:9]([CH2:11][O:12][C:13]2[CH:37]=[CH:36][C:16]([CH2:17][O:18][C:19]3[C:23]([C:24](OCC)=[O:25])=[CH:22][N:21]([CH2:29][C:30]4[CH:31]=[N:32][CH:33]=[CH:34][CH:35]=4)[N:20]=3)=[CH:15][C:14]=2[O:38][CH3:39])[N:10]=1.[H-].[Al+3].[Li+].[H-].[H-].[H-].O.O.O.O.O.O.O.O.O.O.S([O-])([O-])(=O)=O.[Na+].[Na+]. (3) Given the product [OH:40][C:24]1([C:25]#[N:26])[C:23]([N:29]2[CH2:33][CH2:12][CH2:13][CH:9]2[NH:8][C:6](=[O:7])[C:5]2[CH:15]=[CH:16][CH:17]=[C:3]([C:1]#[N:2])[CH:4]=2)=[CH:22][CH:21]=[N:20][CH2:19]1, predict the reactants needed to synthesize it. The reactants are: [C:1]([C:3]1[CH:4]=[C:5]([CH:15]=[CH:16][CH:17]=1)[C:6]([NH:8][CH:9]1[CH:13](O)[CH2:12]NC1)=[O:7])#[N:2].Cl[C:19]1[C:24]([C:25]#[N:26])=[CH:23][CH:22]=[CH:21][N:20]=1.CC[N:29]([CH:33](C)C)C(C)C.CN(C=[O:40])C. (4) Given the product [F:8][C:6]1[CH:5]=[C:4]([CH2:9][C:10]([NH:25][N:26]2[C:35](=[O:36])[C:34]3[C:29](=[CH:30][CH:31]=[CH:32][CH:33]=3)[N:28]=[C:27]2[N:37]2[CH2:41][CH2:40][CH2:39][CH2:38]2)=[O:12])[CH:3]=[C:2]([F:1])[CH:7]=1, predict the reactants needed to synthesize it. The reactants are: [F:1][C:2]1[CH:3]=[C:4]([CH2:9][C:10]([OH:12])=O)[CH:5]=[C:6]([F:8])[CH:7]=1.C(Cl)(=O)C(Cl)=O.N1C=CC=CC=1.[NH2:25][N:26]1[C:35](=[O:36])[C:34]2[C:29](=[CH:30][CH:31]=[CH:32][CH:33]=2)[N:28]=[C:27]1[N:37]1[CH2:41][CH2:40][CH2:39][CH2:38]1. (5) Given the product [CH3:2][O:3][C:4](=[O:14])[C@H:5]([CH2:7][C:8]1[CH:13]=[CH:12][CH:11]=[CH:10][CH:9]=1)[N:6]=[C:15]([C:16]1[CH:21]=[CH:20][CH:19]=[CH:18][CH:17]=1)[C:22]1[CH:27]=[CH:26][CH:25]=[CH:24][CH:23]=1, predict the reactants needed to synthesize it. The reactants are: Cl.[CH3:2][O:3][C:4](=[O:14])[C@H:5]([CH2:7][C:8]1[CH:13]=[CH:12][CH:11]=[CH:10][CH:9]=1)[NH2:6].[C:15](=N)([C:22]1[CH:27]=[CH:26][CH:25]=[CH:24][CH:23]=1)[C:16]1[CH:21]=[CH:20][CH:19]=[CH:18][CH:17]=1.